This data is from CYP2D6 inhibition data for predicting drug metabolism from PubChem BioAssay. The task is: Regression/Classification. Given a drug SMILES string, predict its absorption, distribution, metabolism, or excretion properties. Task type varies by dataset: regression for continuous measurements (e.g., permeability, clearance, half-life) or binary classification for categorical outcomes (e.g., BBB penetration, CYP inhibition). Dataset: cyp2d6_veith. (1) The compound is C[N+]1(C)CCN(c2ccccc2)CC1. The result is 0 (non-inhibitor). (2) The compound is NCCSc1nc(-c2ccccc2)c(-c2ccccc2)o1. The result is 0 (non-inhibitor). (3) The drug is Cc1ccc(-c2csc(N/N=C/c3ccco3)n2)cc1. The result is 0 (non-inhibitor). (4) The compound is COc1ccccc1NC(=O)CN1CCN(c2ccccc2F)CC1. The result is 0 (non-inhibitor).